Task: Predict the product of the given reaction.. Dataset: Forward reaction prediction with 1.9M reactions from USPTO patents (1976-2016) (1) Given the reactants [Li][CH2:2][CH2:3][CH2:4][CH3:5].[NH:6]([CH:10]([CH3:12])[CH3:11])[CH:7]([CH3:9])C.CC(C)=O.C1N=C[N:19](C(N2C=NC=C2)=O)C=1.[C:29]([N:36]1CCC(C(O)=O)[CH2:38][CH2:37]1)([O:31][C:32]([CH3:35])([CH3:34])[CH3:33])=[O:30].C(O)(=O)C(O)=O.C(NN)C.CCN(CC)CC, predict the reaction product. The product is: [C:32]([O:31][C:29]([N:36]1[CH2:37][CH2:38][CH:4]([C:5]2[CH:11]=[C:10]([CH3:12])[N:6]([CH2:7][CH3:9])[N:19]=2)[CH2:3][CH2:2]1)=[O:30])([CH3:35])([CH3:34])[CH3:33]. (2) The product is: [C:1]([C:5]1[CH:6]=[CH:7][C:8]([C:11]2[O:12][C:13]3[C:19]([N:20]4[CH2:25][CH2:24][N:23]([CH2:27][C:28]5[CH:29]=[C:30]6[C:35](=[CH:36][CH:37]=5)[N:34]=[CH:33][CH:32]=[N:31]6)[CH2:22][CH2:21]4)=[CH:18][CH:17]=[CH:16][C:14]=3[N:15]=2)=[CH:9][CH:10]=1)([CH3:4])([CH3:2])[CH3:3]. Given the reactants [C:1]([C:5]1[CH:10]=[CH:9][C:8]([C:11]2[O:12][C:13]3[C:19]([N:20]4[CH2:25][CH2:24][NH:23][CH2:22][CH2:21]4)=[CH:18][CH:17]=[CH:16][C:14]=3[N:15]=2)=[CH:7][CH:6]=1)([CH3:4])([CH3:3])[CH3:2].Br[CH2:27][C:28]1[CH:29]=[C:30]2[C:35](=[CH:36][CH:37]=1)[N:34]=[CH:33][CH:32]=[N:31]2.C(N(C(C)C)C(C)C)C, predict the reaction product. (3) Given the reactants [C:1]([O:5][C:6](=[O:22])[NH:7][C:8]1[CH:13]=[C:12]([C:14]([F:17])([F:16])[F:15])[C:11]([Cl:18])=[CH:10][C:9]=1[N+:19]([O-])=O)([CH3:4])([CH3:3])[CH3:2].O.O.Cl[Sn]Cl, predict the reaction product. The product is: [C:1]([O:5][C:6](=[O:22])[NH:7][C:8]1[CH:13]=[C:12]([C:14]([F:17])([F:16])[F:15])[C:11]([Cl:18])=[CH:10][C:9]=1[NH2:19])([CH3:4])([CH3:2])[CH3:3]. (4) Given the reactants [CH2:1]([N:3]=[C:4]=[O:5])[CH3:2].[F:6][C:7]1[C:8]([C:25]2[C:33]3[O:32][CH:31]=[CH:30][C:29]=3[C:28]([F:34])=[CH:27][CH:26]=2)=[CH:9][C:10]([NH:13][C:14]2[CH:19]=[C:18]([CH2:20][S:21]([CH3:24])(=[NH:23])=[O:22])[CH:17]=[CH:16][N:15]=2)=[N:11][CH:12]=1.C(N(CC)CC)C, predict the reaction product. The product is: [CH2:1]([NH:3][C:4]([N:23]=[S:21]([CH2:20][C:18]1[CH:17]=[CH:16][N:15]=[C:14]([NH:13][C:10]2[CH:9]=[C:8]([C:25]3[C:33]4[O:32][CH:31]=[CH:30][C:29]=4[C:28]([F:34])=[CH:27][CH:26]=3)[C:7]([F:6])=[CH:12][N:11]=2)[CH:19]=1)([CH3:24])=[O:22])=[O:5])[CH3:2]. (5) The product is: [Cl:33][C:13]1[C:12]([O:11][C:6]2[N:5]=[C:4]3[S:3][C:2]([NH:1][C:37](=[O:38])[CH2:36][O:35][CH3:34])=[N:10][C:9]3=[CH:8][CH:7]=2)=[CH:17][C:16]([NH:18][C:19](=[O:31])[C:20]2[CH:25]=[CH:24][CH:23]=[C:22]([C:26]([C:29]#[N:30])([CH3:28])[CH3:27])[CH:21]=2)=[C:15]([F:32])[CH:14]=1. Given the reactants [NH2:1][C:2]1[S:3][C:4]2[C:9]([N:10]=1)=[CH:8][CH:7]=[C:6]([O:11][C:12]1[C:13]([Cl:33])=[CH:14][C:15]([F:32])=[C:16]([NH:18][C:19](=[O:31])[C:20]3[CH:25]=[CH:24][CH:23]=[C:22]([C:26]([C:29]#[N:30])([CH3:28])[CH3:27])[CH:21]=3)[CH:17]=1)[N:5]=2.[CH3:34][O:35][CH2:36][C:37](Cl)=[O:38], predict the reaction product. (6) The product is: [CH:35]([NH:38][CH2:39][CH2:40][CH2:41][NH:42][C:12]1[CH:17]=[C:16]([O:18][CH3:19])[CH:15]=[CH:14][C:13]=1[C:20]1[NH:29][C:28](=[O:30])[C:27]2[C:22](=[CH:23][C:24]([O:33][CH3:34])=[CH:25][C:26]=2[O:31][CH3:32])[N:21]=1)([CH3:37])[CH3:36]. Given the reactants C[Si]([N-][Si](C)(C)C)(C)C.[Li+].F[C:12]1[CH:17]=[C:16]([O:18][CH3:19])[CH:15]=[CH:14][C:13]=1[C:20]1[NH:29][C:28](=[O:30])[C:27]2[C:22](=[CH:23][C:24]([O:33][CH3:34])=[CH:25][C:26]=2[O:31][CH3:32])[N:21]=1.[CH:35]([NH:38][CH2:39][CH2:40][CH2:41][NH2:42])([CH3:37])[CH3:36], predict the reaction product.